From a dataset of Forward reaction prediction with 1.9M reactions from USPTO patents (1976-2016). Predict the product of the given reaction. (1) Given the reactants [O:1]1[CH2:6][CH2:5][CH2:4][CH2:3][CH:2]1[O:7][CH2:8][CH2:9][C:10]#[C:11][CH2:12][OH:13].N1C=CN=C1.[CH3:19][C:20]([Si:23](Cl)([C:30]1[CH:35]=[CH:34][CH:33]=[CH:32][CH:31]=1)[C:24]1[CH:29]=[CH:28][CH:27]=[CH:26][CH:25]=1)([CH3:22])[CH3:21], predict the reaction product. The product is: [C:20]([Si:23]([C:30]1[CH:35]=[CH:34][CH:33]=[CH:32][CH:31]=1)([C:24]1[CH:25]=[CH:26][CH:27]=[CH:28][CH:29]=1)[O:13][CH2:12][C:11]#[C:10][CH2:9][CH2:8][O:7][CH:2]1[CH2:3][CH2:4][CH2:5][CH2:6][O:1]1)([CH3:22])([CH3:19])[CH3:21]. (2) Given the reactants [Si]([O:8][C:9]1[CH:10]=[CH:11][CH:12]=[C:13]2[C:18]=1[N:17]=[C:16]([C:19]1[N:23]3[CH:24]=[CH:25][C:26]([O:28][CH2:29][CH2:30][O:31][CH3:32])=[CH:27][C:22]3=[N:21][N:20]=1)[CH:15]=[CH:14]2)(C(C)(C)C)(C)C.Cl.[OH-].[Na+], predict the reaction product. The product is: [CH3:32][O:31][CH2:30][CH2:29][O:28][C:26]1[CH:25]=[CH:24][N:23]2[C:19]([C:16]3[CH:15]=[CH:14][C:13]4[C:18](=[C:9]([OH:8])[CH:10]=[CH:11][CH:12]=4)[N:17]=3)=[N:20][N:21]=[C:22]2[CH:27]=1. (3) Given the reactants [NH2:1][C@@H:2]([CH2:6][CH3:7])[C:3]([OH:5])=[O:4].[C:8](O[C:8]([O:10][C:11]([CH3:14])([CH3:13])[CH3:12])=[O:9])([O:10][C:11]([CH3:14])([CH3:13])[CH3:12])=[O:9], predict the reaction product. The product is: [C:11]([O:10][C:8]([NH:1][C@@H:2]([CH2:6][CH3:7])[C:3]([OH:5])=[O:4])=[O:9])([CH3:14])([CH3:13])[CH3:12].